This data is from Full USPTO retrosynthesis dataset with 1.9M reactions from patents (1976-2016). The task is: Predict the reactants needed to synthesize the given product. (1) Given the product [CH2:39]([O:38][CH2:37][C@H:19]([NH:18][C:15](=[O:17])[CH2:14][N:11]1[CH2:10][CH2:9][CH:8]([N:5]2[CH2:4][CH2:3][O:2][CH2:7][CH2:6]2)[CH2:13][CH2:12]1)[C:20]([NH:22][C:23]1[CH:28]=[CH:27][C:26]([O:29][C:30]2[CH:35]=[CH:34][C:33]([F:36])=[CH:32][CH:31]=2)=[CH:25][CH:24]=1)=[O:21])[C:40]1[CH:45]=[CH:44][CH:43]=[CH:42][CH:41]=1, predict the reactants needed to synthesize it. The reactants are: Cl.[O:2]1[CH2:7][CH2:6][N:5]([CH:8]2[CH2:13][CH2:12][N:11]([CH2:14][C:15]([OH:17])=O)[CH2:10][CH2:9]2)[CH2:4][CH2:3]1.[NH2:18][C@@H:19]([CH2:37][O:38][CH2:39][C:40]1[CH:45]=[CH:44][CH:43]=[CH:42][CH:41]=1)[C:20]([NH:22][C:23]1[CH:28]=[CH:27][C:26]([O:29][C:30]2[CH:35]=[CH:34][C:33]([F:36])=[CH:32][CH:31]=2)=[CH:25][CH:24]=1)=[O:21]. (2) Given the product [CH2:1]([O:3][C:4](=[O:13])[C:5]([C:7]1([OH:12])[CH2:8][CH2:9][CH2:10][CH2:11]1)=[N:25][NH:24][CH2:23][CH2:22][CH:21]([CH3:26])[CH3:20])[CH3:2], predict the reactants needed to synthesize it. The reactants are: [CH2:1]([O:3][C:4](=[O:13])[C:5]([C:7]1([OH:12])[CH2:11][CH2:10][CH2:9][CH2:8]1)=O)[CH3:2].C(O)(=O)C(O)=O.[CH3:20][CH:21]([CH3:26])[CH2:22][CH2:23][NH:24][NH2:25].CC([O-])=O.[Na+]. (3) Given the product [CH3:21][C:8]1([CH:6]=[CH2:2])[CH2:13][CH2:12][N:11]([C:14]([O:16][C:17]([CH3:20])([CH3:19])[CH3:18])=[O:15])[CH2:10][CH2:9]1, predict the reactants needed to synthesize it. The reactants are: [Li][CH2:2]CCC.[CH:6]([C:8]1([CH3:21])[CH2:13][CH2:12][N:11]([C:14]([O:16][C:17]([CH3:20])([CH3:19])[CH3:18])=[O:15])[CH2:10][CH2:9]1)=O. (4) Given the product [Cl:1][C:2]1[CH:11]=[C:10]([CH3:12])[C:9]2[C:4](=[CH:5][CH:6]=[C:7]([NH2:13])[CH:8]=2)[N:3]=1, predict the reactants needed to synthesize it. The reactants are: [Cl:1][C:2]1[CH:11]=[C:10]([CH3:12])[C:9]2[C:4](=[CH:5][CH:6]=[C:7]([N+:13]([O-])=O)[CH:8]=2)[N:3]=1. (5) Given the product [OH:7][CH:16]1[N:15]=[C:14]([C:17]2[CH:22]=[CH:21][CH:20]=[CH:19][CH:18]=2)[C:13]2[CH:23]=[CH:24][CH:25]=[CH:26][C:12]=2[N:11]([CH2:27][C:28]([F:31])([F:29])[F:30])[C:10]1=[O:9], predict the reactants needed to synthesize it. The reactants are: BrN1C(=[O:7])CCC1=O.[O:9]=[C:10]1[CH2:16][N:15]=[C:14]([C:17]2[CH:22]=[CH:21][CH:20]=[CH:19][CH:18]=2)[C:13]2[CH:23]=[CH:24][CH:25]=[CH:26][C:12]=2[N:11]1[CH2:27][C:28]([F:31])([F:30])[F:29].FC(F)(F)C(O)=O.